From a dataset of Reaction yield outcomes from USPTO patents with 853,638 reactions. Predict the reaction yield, written as a fraction of the theoretical maximum amount of product (1.0 means a 100% yield; for example, 0.34 means a 34% yield). (1) The reactants are [NH2:1][C:2]1[CH:7]=[C:6]([F:8])[C:5]([N+:9]([O-:11])=[O:10])=[CH:4][C:3]=1[C:12]#[C:13][C:14]([CH3:26])([CH3:25])[C:15]([O:17][CH2:18][C:19]1[CH:24]=[CH:23][CH:22]=[CH:21][CH:20]=1)=[O:16]. The catalyst is C(#N)C.Cl[Pd]Cl. The product is [F:8][C:6]1[CH:7]=[C:2]2[C:3]([CH:12]=[C:13]([C:14]([CH3:26])([CH3:25])[C:15]([O:17][CH2:18][C:19]3[CH:20]=[CH:21][CH:22]=[CH:23][CH:24]=3)=[O:16])[NH:1]2)=[CH:4][C:5]=1[N+:9]([O-:11])=[O:10]. The yield is 0.900. (2) The reactants are C(O[K])(C)(C)C.O1CCCC1.[Br:12][C:13]1[CH:18]=[CH:17][C:16]([O:19][CH2:20][CH2:21]Cl)=[CH:15][CH:14]=1. The catalyst is O. The product is [Br:12][C:13]1[CH:18]=[CH:17][C:16]([O:19][CH:20]=[CH2:21])=[CH:15][CH:14]=1. The yield is 0.790. (3) The reactants are [F:1][C:2]1[CH:25]=[C:24]([N+:26]([O-:28])=[O:27])[CH:23]=[CH:22][C:3]=1[O:4][C:5]1[CH:10]=[CH:9][N:8]=[C:7]2[CH:11]=[C:12]([C:14]3[CH:15]=[C:16]([CH2:20]O)[CH:17]=[CH:18][CH:19]=3)[S:13][C:6]=12.S(Cl)([Cl:31])=O. No catalyst specified. The product is [Cl:31][CH2:20][C:16]1[CH:15]=[C:14]([C:12]2[S:13][C:6]3[C:7](=[N:8][CH:9]=[CH:10][C:5]=3[O:4][C:3]3[CH:22]=[CH:23][C:24]([N+:26]([O-:28])=[O:27])=[CH:25][C:2]=3[F:1])[CH:11]=2)[CH:19]=[CH:18][CH:17]=1. The yield is 0.930. (4) The catalyst is C(Cl)Cl. The reactants are [CH3:1][N:2]1[C:10]2[C:5](=[CH:6][CH:7]=[C:8]([S:11]([Cl:14])(=[O:13])=[O:12])[CH:9]=2)[CH:4]=[CH:3]1.C1C(=O)N([Br:22])C(=O)C1. The yield is 0.980. The product is [Br:22][C:4]1[C:5]2[C:10](=[CH:9][C:8]([S:11]([Cl:14])(=[O:13])=[O:12])=[CH:7][CH:6]=2)[N:2]([CH3:1])[CH:3]=1. (5) The reactants are [Cl-].O[NH3+:3].[C:4](=[O:7])([O-])[OH:5].[Na+].CS(C)=O.[F:13][C:14]1[CH:19]=[C:18]([CH2:20][C:21]2[C:22](=[O:45])[N:23]([C@H:33]3[CH2:38][CH2:37][C@H:36]([O:39][CH2:40][C:41]([OH:44])([CH3:43])[CH3:42])[CH2:35][CH2:34]3)[C:24]3[N:25]([N:30]=[CH:31][N:32]=3)[C:26]=2[CH2:27][CH2:28][CH3:29])[CH:17]=[CH:16][C:15]=1[C:46]1[C:47]([C:52]#[N:53])=[CH:48][CH:49]=[CH:50][CH:51]=1. The catalyst is C(OCC)(=O)C. The product is [F:13][C:14]1[CH:19]=[C:18]([CH2:20][C:21]2[C:22](=[O:45])[N:23]([C@H:33]3[CH2:38][CH2:37][C@H:36]([O:39][CH2:40][C:41]([OH:44])([CH3:42])[CH3:43])[CH2:35][CH2:34]3)[C:24]3[N:25]([N:30]=[CH:31][N:32]=3)[C:26]=2[CH2:27][CH2:28][CH3:29])[CH:17]=[CH:16][C:15]=1[C:46]1[CH:51]=[CH:50][CH:49]=[CH:48][C:47]=1[C:52]1[NH:3][C:4](=[O:7])[O:5][N:53]=1. The yield is 0.490. (6) The yield is 0.910. The reactants are [NH2:1][C:2]1[CH:17]=[CH:16][CH:15]=[CH:14][C:3]=1[C:4]([NH:6][C:7]1[CH:12]=[CH:11][C:10]([Cl:13])=[CH:9][CH:8]=1)=[O:5].Cl.[C:19](Cl)(=[O:26])[C:20]1[CH:25]=[CH:24][N:23]=[CH:22][CH:21]=1. No catalyst specified. The product is [N:23]1[CH:24]=[CH:25][C:20]([C:19]([NH:1][C:2]2[CH:17]=[CH:16][CH:15]=[CH:14][C:3]=2[C:4]([NH:6][C:7]2[CH:12]=[CH:11][C:10]([Cl:13])=[CH:9][CH:8]=2)=[O:5])=[O:26])=[CH:21][CH:22]=1.